Dataset: Forward reaction prediction with 1.9M reactions from USPTO patents (1976-2016). Task: Predict the product of the given reaction. The product is: [NH2:8][C:5]1[CH:6]=[CH:7][C:2]([Cl:1])=[CH:3][C:4]=1[C:15]([C:16]1[CH:21]=[CH:20][CH:19]=[C:18]([CH2:22][CH3:23])[C:17]=1[O:24][CH3:25])=[O:26]. Given the reactants [Cl:1][C:2]1[CH:7]=[CH:6][C:5]([NH:8]C(=O)C(C)(C)C)=[C:4]([C:15](=[O:26])[C:16]2[CH:21]=[CH:20][CH:19]=[C:18]([CH2:22][CH3:23])[C:17]=2[O:24][CH3:25])[CH:3]=1.[OH-].[K+], predict the reaction product.